The task is: Predict which catalyst facilitates the given reaction.. This data is from Catalyst prediction with 721,799 reactions and 888 catalyst types from USPTO. (1) Reactant: C1(C[N:8]2[CH2:13][CH:12]3[C:10]([C:14]4[CH:19]=[CH:18][C:17]([C:20]([F:23])([F:22])[F:21])=[CH:16][N:15]=4)([CH2:11]3)[CH2:9]2)C=CC=CC=1.Cl. Product: [F:23][C:20]([F:21])([F:22])[C:17]1[CH:18]=[CH:19][C:14]([C:10]23[CH2:11][CH:12]2[CH2:13][NH:8][CH2:9]3)=[N:15][CH:16]=1. The catalyst class is: 29. (2) Reactant: [CH:1]1([C:7](Cl)=[O:8])[CH2:6][CH2:5][CH2:4][CH2:3][CH2:2]1.[F:10][C:11]1[N:16]=[C:15]([N:17]2[CH2:22][CH2:21][N:20]([CH2:23][CH2:24][CH2:25][NH2:26])[CH2:19][CH2:18]2)[CH:14]=[CH:13][CH:12]=1. Product: [F:10][C:11]1[N:16]=[C:15]([N:17]2[CH2:22][CH2:21][N:20]([CH2:23][CH2:24][CH2:25][NH:26][C:7]([CH:1]3[CH2:6][CH2:5][CH2:4][CH2:3][CH2:2]3)=[O:8])[CH2:19][CH2:18]2)[CH:14]=[CH:13][CH:12]=1. The catalyst class is: 4. (3) Reactant: [N:1]1[C:10]2[C:5](=[CH:6][CH:7]=[CH:8][CH:9]=2)[CH:4]=[CH:3][CH:2]=1.[Br:11][CH2:12][C:13]([C:15]1[CH:20]=[CH:19][C:18]([CH3:21])=[CH:17][CH:16]=1)=[O:14]. Product: [Br-:11].[O:14]=[C:13]([C:15]1[CH:20]=[CH:19][C:18]([CH3:21])=[CH:17][CH:16]=1)[CH2:12][N+:1]1[C:10]2[C:5](=[CH:6][CH:7]=[CH:8][CH:9]=2)[CH:4]=[CH:3][CH:2]=1. The catalyst class is: 68. (4) Reactant: [N:1]#[C:2]Br.[CH3:4][C:5]([C:23]1[CH:28]=[CH:27][C:26]([C:29]2[N:30]=[N:31][C:32]([NH:35][NH2:36])=[CH:33][CH:34]=2)=[CH:25][CH:24]=1)([C:9]1[CH:14]=[CH:13][C:12]([O:15][CH2:16][C:17]2[CH:22]=[CH:21][CH:20]=[CH:19][N:18]=2)=[CH:11][CH:10]=1)[CH:6]([CH3:8])[CH3:7]. The catalyst class is: 8. Product: [CH3:4][C:5]([C:23]1[CH:28]=[CH:27][C:26]([C:29]2[CH:34]=[CH:33][C:32]3[N:31]([C:2]([NH2:1])=[N:36][N:35]=3)[N:30]=2)=[CH:25][CH:24]=1)([C:9]1[CH:14]=[CH:13][C:12]([O:15][CH2:16][C:17]2[CH:22]=[CH:21][CH:20]=[CH:19][N:18]=2)=[CH:11][CH:10]=1)[CH:6]([CH3:8])[CH3:7]. (5) Reactant: [CH2:1]([O:8][C:9]1[C:14]([I:15])=[CH:13][N:12]=[C:11](Cl)[N:10]=1)[C:2]1[CH:7]=[CH:6][CH:5]=[CH:4][CH:3]=1.[NH2:17][C:18]1[CH:26]=[CH:25][C:21]([C:22]([NH2:24])=[O:23])=[CH:20][CH:19]=1.[C@]12(CS(O)(=O)=O)C(C)(C)C(CC1)CC2=O.C(=O)([O-])O.[Na+]. Product: [CH2:1]([O:8][C:9]1[C:14]([I:15])=[CH:13][N:12]=[C:11]([NH:17][C:18]2[CH:26]=[CH:25][C:21]([C:22]([NH2:24])=[O:23])=[CH:20][CH:19]=2)[N:10]=1)[C:2]1[CH:7]=[CH:6][CH:5]=[CH:4][CH:3]=1. The catalyst class is: 60. (6) Reactant: Cl[C:2]1[CH:7]=[CH:6][C:5]([N+:8]([O-:10])=[O:9])=[CH:4][N:3]=1.[NH2:11][C:12]1[CH:26]=[CH:25][C:15]([C:16]([C:18]2[CH:23]=[CH:22][CH:21]=[CH:20][C:19]=2[CH3:24])=[O:17])=[C:14]([Cl:27])[CH:13]=1.CC([O-])(C)C.[K+]. Product: [Cl:27][C:14]1[CH:13]=[C:12]([NH:11][C:2]2[CH:7]=[CH:6][C:5]([N+:8]([O-:10])=[O:9])=[CH:4][N:3]=2)[CH:26]=[CH:25][C:15]=1[C:16]([C:18]1[CH:23]=[CH:22][CH:21]=[CH:20][C:19]=1[CH3:24])=[O:17]. The catalyst class is: 16. (7) Reactant: [NH:1]1[C:6]2([CH2:11][CH2:10][N:9]([C:12]([C:14]3[CH:19]=[CH:18][C:17]([C:20]4[CH:21]=[CH:22][C:23]5[N:24]([C:26]([C:29]6[CH:36]=[CH:35][C:32]([C:33]#[N:34])=[CH:31][CH:30]=6)=[CH:27][N:28]=5)[CH:25]=4)=[CH:16][CH:15]=3)=[O:13])[CH2:8][CH2:7]2)[CH2:5][CH2:4][CH2:3][CH2:2]1.C(N(CC)CC)C.[C:44](Cl)(=[O:46])[CH3:45]. Product: [C:44]([N:1]1[C:6]2([CH2:7][CH2:8][N:9]([C:12]([C:14]3[CH:15]=[CH:16][C:17]([C:20]4[CH:21]=[CH:22][C:23]5[N:24]([C:26]([C:29]6[CH:30]=[CH:31][C:32]([C:33]#[N:34])=[CH:35][CH:36]=6)=[CH:27][N:28]=5)[CH:25]=4)=[CH:18][CH:19]=3)=[O:13])[CH2:10][CH2:11]2)[CH2:5][CH2:4][CH2:3][CH2:2]1)(=[O:46])[CH3:45]. The catalyst class is: 34. (8) Reactant: NO.Cl.CC(O)=O.[OH-].[Na+].C[N:11](C)[C:12](=[N:14][C:15]([C:17]1[C:18]([CH2:38][CH3:39])=[N:19][N:20]2[C:25](=[O:26])[CH:24]=[C:23]([C:27]3[CH:28]=[C:29]4[C:33](=[CH:34][CH:35]=3)[N:32]([CH2:36][CH3:37])[N:31]=[CH:30]4)[NH:22][C:21]=12)=[O:16])[CH3:13]. Product: [CH2:38]([C:18]1[C:17]([C:15]2[O:16][N:11]=[C:12]([CH3:13])[N:14]=2)=[C:21]2[NH:22][C:23]([C:27]3[CH:28]=[C:29]4[C:33](=[CH:34][CH:35]=3)[N:32]([CH2:36][CH3:37])[N:31]=[CH:30]4)=[CH:24][C:25](=[O:26])[N:20]2[N:19]=1)[CH3:39]. The catalyst class is: 12.